Dataset: Clinical trial toxicity outcomes and FDA approval status for drugs. Task: Regression/Classification. Given a drug SMILES string, predict its toxicity properties. Task type varies by dataset: regression for continuous values (e.g., LD50, hERG inhibition percentage) or binary classification for toxic/non-toxic outcomes (e.g., AMES mutagenicity, cardiotoxicity, hepatotoxicity). Dataset: clintox. (1) The compound is Cc1nc2n(c(=O)c1CCN1CCC(c3noc4cc(F)ccc34)CC1)CCCC2. The result is 1 (failed clinical trial for toxicity). (2) The drug is O=C([O-])c1cccnc1. The result is 0 (passed clinical trial). (3) The compound is CC(=O)O[C@]1(C(C)=O)CC[C@H]2[C@@H]3C[C@H](C)C4=CC(=O)C=C[C@]4(C)[C@@]3(F)[C@@H](O)C[C@@]21C. The result is 0 (passed clinical trial). (4) The compound is O=C[C@H](O)[C@@H](O)[C@H](O)CO. The result is 0 (passed clinical trial). (5) The compound is [NH3+]CCCC[C@H]([NH2+][C@@H](CCc1ccccc1)C(=O)[O-])C(=O)N1CCC[C@H]1C(=O)[O-]. The result is 0 (passed clinical trial).